Dataset: Ames mutagenicity test results for genotoxicity prediction. Task: Regression/Classification. Given a drug SMILES string, predict its toxicity properties. Task type varies by dataset: regression for continuous values (e.g., LD50, hERG inhibition percentage) or binary classification for toxic/non-toxic outcomes (e.g., AMES mutagenicity, cardiotoxicity, hepatotoxicity). Dataset: ames. (1) The molecule is OCc1ccc2ccc3cccc4ccc1c2c34. The result is 1 (mutagenic). (2) The molecule is CC(=O)OC(C(C)=O)N(C)N=O. The result is 1 (mutagenic). (3) The compound is O=C1c2ccccc2C([N+](=O)[O-])c2ccccc21. The result is 0 (non-mutagenic). (4) The compound is CC=C(C)C(=O)OC1CCN2CC=C(COC(=O)C(O)(C(C)OC)C(C)(C)O)C12. The result is 1 (mutagenic). (5) The drug is CCCN(CCC)C(=O)SCC. The result is 0 (non-mutagenic). (6) The drug is CC1(C)SC2C(NC(=O)Cc3ccccc3)C(=O)N2C1C(=O)O. The result is 0 (non-mutagenic). (7) The molecule is Cc1c(C)c2c(c(C)c1O)CCC(C)(CCCC(C)CCCC(C)CCCC(C)C)O2. The result is 0 (non-mutagenic).